This data is from Full USPTO retrosynthesis dataset with 1.9M reactions from patents (1976-2016). The task is: Predict the reactants needed to synthesize the given product. (1) Given the product [Cl:9][C:10]1[C:11]([CH2:20][O:21][C:22]2[CH:27]=[CH:26][C:25]([Cl:28])=[C:24]([F:29])[CH:23]=2)=[CH:12][C:13]2[O:17][N:16]=[C:15]([NH:18][S:5]([CH2:4][CH2:3][O:2][CH3:1])(=[O:7])=[O:6])[C:14]=2[CH:19]=1, predict the reactants needed to synthesize it. The reactants are: [CH3:1][O:2][CH2:3][CH2:4][S:5](Cl)(=[O:7])=[O:6].[Cl:9][C:10]1[C:11]([CH2:20][O:21][C:22]2[CH:27]=[CH:26][C:25]([Cl:28])=[C:24]([F:29])[CH:23]=2)=[CH:12][C:13]2[O:17][N:16]=[C:15]([NH2:18])[C:14]=2[CH:19]=1.C(N(CC)CC)C. (2) Given the product [Cl:1][C:2]1[CH:3]=[C:4]([N:10]2[CH:22]([CH:23]3[CH2:27][CH2:26][CH2:25][CH2:24]3)[CH:21]3[C:12]([C:13]4[CH:14]=[CH:15][C:16]([C:28]([N:35]([CH2:34][CH2:33][N:32]([CH3:37])[CH3:31])[CH3:36])=[O:29])=[N:17][C:18]=4[CH2:19][CH2:20]3)=[N:11]2)[CH:5]=[CH:6][C:7]=1[C:8]#[N:9], predict the reactants needed to synthesize it. The reactants are: [Cl:1][C:2]1[CH:3]=[C:4]([N:10]2[CH:22]([CH:23]3[CH2:27][CH2:26][CH2:25][CH2:24]3)[CH:21]3[C:12]([C:13]4[CH:14]=[CH:15][C:16]([C:28](O)=[O:29])=[N:17][C:18]=4[CH2:19][CH2:20]3)=[N:11]2)[CH:5]=[CH:6][C:7]=1[C:8]#[N:9].[CH3:31][N:32]([CH3:37])[CH2:33][CH2:34][NH:35][CH3:36].CCN(C(C)C)C(C)C.CN(C(ON1N=NC2C=CC=NC1=2)=[N+](C)C)C.F[P-](F)(F)(F)(F)F.